From a dataset of Full USPTO retrosynthesis dataset with 1.9M reactions from patents (1976-2016). Predict the reactants needed to synthesize the given product. (1) Given the product [CH:1]([C:4]1[CH:9]=[CH:8][CH:7]=[CH:6][C:5]=1[N:10]1[C:49](=[O:50])[CH:48]([CH3:53])[S:12]/[C:11]/1=[N:13]\[C:14]([NH:16][CH:17]1[CH2:25][C:24]2[C:19](=[CH:20][CH:21]=[C:22]([C:26]3[N:30]=[CH:29][N:28]([C:31]4[CH:32]=[CH:33][C:34]([O:37][C:38]([F:41])([F:40])[F:39])=[CH:35][CH:36]=4)[N:27]=3)[CH:23]=2)[CH2:18]1)=[O:15])([CH3:3])[CH3:2], predict the reactants needed to synthesize it. The reactants are: [CH:1]([C:4]1[CH:9]=[CH:8][CH:7]=[CH:6][C:5]=1[NH:10][C:11]([NH:13][C:14]([NH:16][CH:17]1[CH2:25][C:24]2[C:19](=[CH:20][CH:21]=[C:22]([C:26]3[N:30]=[CH:29][N:28]([C:31]4[CH:36]=[CH:35][C:34]([O:37][C:38]([F:41])([F:40])[F:39])=[CH:33][CH:32]=4)[N:27]=3)[CH:23]=2)[CH2:18]1)=[O:15])=[S:12])([CH3:3])[CH3:2].C([O-])(=O)C.[Na+].Br[CH:48]([CH3:53])[C:49](OC)=[O:50]. (2) Given the product [CH3:14][N:15]([CH3:31])[CH:16]1[CH2:20][CH2:19][N:18]([C:21]2[S:22][C:23]3[CH:29]=[C:28]([NH:30][C:11]([C:6]4[NH:7][C:8]5[C:4]([CH:5]=4)=[CH:3][C:2]([F:1])=[CH:10][CH:9]=5)=[O:13])[CH:27]=[CH:26][C:24]=3[N:25]=2)[CH2:17]1, predict the reactants needed to synthesize it. The reactants are: [F:1][C:2]1[CH:3]=[C:4]2[C:8](=[CH:9][CH:10]=1)[NH:7][C:6]([C:11]([OH:13])=O)=[CH:5]2.[CH3:14][N:15]([CH3:31])[CH:16]1[CH2:20][CH2:19][N:18]([C:21]2[S:22][C:23]3[CH:29]=[C:28]([NH2:30])[CH:27]=[CH:26][C:24]=3[N:25]=2)[CH2:17]1.